From a dataset of Peptide-MHC class I binding affinity with 185,985 pairs from IEDB/IMGT. Regression. Given a peptide amino acid sequence and an MHC pseudo amino acid sequence, predict their binding affinity value. This is MHC class I binding data. (1) The peptide sequence is RLEELLPAV. The MHC is HLA-A02:02 with pseudo-sequence HLA-A02:02. The binding affinity (normalized) is 0.542. (2) The MHC is H-2-Db with pseudo-sequence H-2-Db. The binding affinity (normalized) is 0. The peptide sequence is PFMSDMSSK.